Dataset: Forward reaction prediction with 1.9M reactions from USPTO patents (1976-2016). Task: Predict the product of the given reaction. (1) Given the reactants [CH3:1][C:2]([C:4]1[CH:9]=[CH:8][CH:7]=[C:6]([Br:10])[CH:5]=1)=O.C(O)=O.C([NH2:16])=O, predict the reaction product. The product is: [Br:10][C:6]1[CH:5]=[C:4]([CH:2]([NH2:16])[CH3:1])[CH:9]=[CH:8][CH:7]=1. (2) Given the reactants [Cl:1][C:2]1[C:7](N)=[C:6]([CH3:9])[CH:5]=[CH:4][N:3]=1.Cl.N([O-])=O.[Na+].[I-:15].[K+], predict the reaction product. The product is: [Cl:1][C:2]1[C:7]([I:15])=[C:6]([CH3:9])[CH:5]=[CH:4][N:3]=1. (3) Given the reactants [NH2:1][C:2]1[S:3][C:4]([C:12]2[CH:17]=[CH:16][N:15]=[C:14](F)[CH:13]=2)=[C:5]([C:7]2[O:8][CH:9]=[CH:10][CH:11]=2)[N:6]=1.[OH-:19].[Na+], predict the reaction product. The product is: [NH2:1][C:2]1[S:3][C:4]([C:12]2[CH:17]=[CH:16][NH:15][C:14](=[O:19])[CH:13]=2)=[C:5]([C:7]2[O:8][CH:9]=[CH:10][CH:11]=2)[N:6]=1.